Dataset: NCI-60 drug combinations with 297,098 pairs across 59 cell lines. Task: Regression. Given two drug SMILES strings and cell line genomic features, predict the synergy score measuring deviation from expected non-interaction effect. (1) Drug 1: C1C(C(OC1N2C=C(C(=O)NC2=O)F)CO)O. Drug 2: C1CN1C2=NC(=NC(=N2)N3CC3)N4CC4. Cell line: OVCAR-8. Synergy scores: CSS=29.2, Synergy_ZIP=-13.6, Synergy_Bliss=-0.599, Synergy_Loewe=-0.767, Synergy_HSA=1.62. (2) Drug 1: CC1=C(C=C(C=C1)C(=O)NC2=CC(=CC(=C2)C(F)(F)F)N3C=C(N=C3)C)NC4=NC=CC(=N4)C5=CN=CC=C5. Drug 2: CNC(=O)C1=NC=CC(=C1)OC2=CC=C(C=C2)NC(=O)NC3=CC(=C(C=C3)Cl)C(F)(F)F. Cell line: MOLT-4. Synergy scores: CSS=8.13, Synergy_ZIP=4.02, Synergy_Bliss=7.30, Synergy_Loewe=5.72, Synergy_HSA=-1.80. (3) Drug 1: CC1=C2C(C(=O)C3(C(CC4C(C3C(C(C2(C)C)(CC1OC(=O)C(C(C5=CC=CC=C5)NC(=O)OC(C)(C)C)O)O)OC(=O)C6=CC=CC=C6)(CO4)OC(=O)C)O)C)O. Drug 2: C1=NC2=C(N1)C(=S)N=CN2. Cell line: A549. Synergy scores: CSS=56.8, Synergy_ZIP=10.2, Synergy_Bliss=13.0, Synergy_Loewe=-24.7, Synergy_HSA=3.68. (4) Drug 1: CC12CCC(CC1=CCC3C2CCC4(C3CC=C4C5=CN=CC=C5)C)O. Drug 2: CC1=C(C=C(C=C1)C(=O)NC2=CC(=CC(=C2)C(F)(F)F)N3C=C(N=C3)C)NC4=NC=CC(=N4)C5=CN=CC=C5. Cell line: NCI/ADR-RES. Synergy scores: CSS=8.63, Synergy_ZIP=-2.53, Synergy_Bliss=-0.692, Synergy_Loewe=-1.92, Synergy_HSA=-2.10. (5) Drug 1: C1=CC=C(C(=C1)C(C2=CC=C(C=C2)Cl)C(Cl)Cl)Cl. Drug 2: C(CN)CNCCSP(=O)(O)O. Cell line: NCI/ADR-RES. Synergy scores: CSS=5.94, Synergy_ZIP=2.56, Synergy_Bliss=4.17, Synergy_Loewe=5.52, Synergy_HSA=3.34. (6) Drug 1: C1=NC2=C(N1)C(=S)N=C(N2)N. Drug 2: C1=CC(=CC=C1C#N)C(C2=CC=C(C=C2)C#N)N3C=NC=N3. Cell line: UACC62. Synergy scores: CSS=27.6, Synergy_ZIP=-1.88, Synergy_Bliss=-2.30, Synergy_Loewe=-12.0, Synergy_HSA=-2.07. (7) Drug 1: CCN(CC)CCCC(C)NC1=C2C=C(C=CC2=NC3=C1C=CC(=C3)Cl)OC. Drug 2: CC1C(C(CC(O1)OC2CC(CC3=C2C(=C4C(=C3O)C(=O)C5=CC=CC=C5C4=O)O)(C(=O)C)O)N)O. Cell line: SR. Synergy scores: CSS=42.2, Synergy_ZIP=-8.00, Synergy_Bliss=-17.9, Synergy_Loewe=-21.3, Synergy_HSA=-16.7.